From a dataset of Peptide-MHC class I binding affinity with 185,985 pairs from IEDB/IMGT. Regression. Given a peptide amino acid sequence and an MHC pseudo amino acid sequence, predict their binding affinity value. This is MHC class I binding data. (1) The peptide sequence is EITGPIIMI. The MHC is HLA-A11:01 with pseudo-sequence HLA-A11:01. The binding affinity (normalized) is 0.0707. (2) The peptide sequence is KLADMSIYC. The MHC is HLA-A30:01 with pseudo-sequence HLA-A30:01. The binding affinity (normalized) is 0.0847. (3) The MHC is HLA-A24:03 with pseudo-sequence HLA-A24:03. The peptide sequence is WILTHTLYR. The binding affinity (normalized) is 0.0847. (4) The peptide sequence is IAPRIFGYV. The MHC is H-2-Kb with pseudo-sequence H-2-Kb. The binding affinity (normalized) is 0.761. (5) The peptide sequence is HHKLKNGEF. The MHC is H-2-Kb with pseudo-sequence H-2-Kb. The binding affinity (normalized) is 0.